The task is: Predict the reaction yield, written as a fraction of the theoretical maximum amount of product (1.0 means a 100% yield; for example, 0.34 means a 34% yield).. This data is from Reaction yield outcomes from USPTO patents with 853,638 reactions. (1) The reactants are [OH-].[Li+].[Br:3][C:4]1[CH:9]=[CH:8][C:7]([CH2:10][CH2:11][C:12]([CH3:22])([S:18]([CH3:21])(=[O:20])=[O:19])[C:13]([O:15]CC)=[O:14])=[CH:6][CH:5]=1.Cl. The catalyst is C1COCC1.CO.O. The product is [Br:3][C:4]1[CH:9]=[CH:8][C:7]([CH2:10][CH2:11][C:12]([CH3:22])([S:18]([CH3:21])(=[O:20])=[O:19])[C:13]([OH:15])=[O:14])=[CH:6][CH:5]=1. The yield is 0.970. (2) The reactants are C[N:2](C)[CH:3]=[CH:4][C:5]([C:7]1[C:12](=[O:13])[CH:11]=[CH:10][N:9]([C:14]2[CH:21]=[CH:20][C:17]([C:18]#[N:19])=[CH:16][CH:15]=2)[N:8]=1)=O.[C:23]1([NH:29]N)[CH:28]=[CH:27][CH:26]=[CH:25][CH:24]=1. The catalyst is CO. The product is [O:13]=[C:12]1[CH:11]=[CH:10][N:9]([C:14]2[CH:21]=[CH:20][C:17]([C:18]#[N:19])=[CH:16][CH:15]=2)[N:8]=[C:7]1[C:5]1[N:29]([C:23]2[CH:28]=[CH:27][CH:26]=[CH:25][CH:24]=2)[N:2]=[CH:3][CH:4]=1. The yield is 0.0400. (3) The reactants are [CH3:1][O:2][CH2:3][C:4]1[N:9]=[CH:8][N:7]=[C:6](O)[CH:5]=1.P(Cl)(Cl)([Cl:13])=O. The catalyst is ClCCl. The product is [Cl:13][C:6]1[CH:5]=[C:4]([CH2:3][O:2][CH3:1])[N:9]=[CH:8][N:7]=1. The yield is 0.770. (4) The reactants are [CH2:1]([C:3]1[C:4]([CH3:26])=[C:5]2[C:9](=[C:10]([O:18][CH2:19][CH2:20][Si:21]([CH3:24])([CH3:23])[CH3:22])[C:11]=1[CH2:12][CH:13]=[C:14]([CH3:17])[CH2:15]O)[C:8](=[O:25])[O:7][CH2:6]2)[CH3:2].C1(P(C2C=CC=CC=2)C2C=CC=CC=2)C=CC=CC=1.C(Br)(Br)(Br)[Br:47]. The catalyst is C(Cl)Cl. The product is [Br:47][CH2:15][C:14]([CH3:17])=[CH:13][CH2:12][C:11]1[C:10]([O:18][CH2:19][CH2:20][Si:21]([CH3:23])([CH3:24])[CH3:22])=[C:9]2[C:5]([CH2:6][O:7][C:8]2=[O:25])=[C:4]([CH3:26])[C:3]=1[CH2:1][CH3:2]. The yield is 0.870. (5) The reactants are [OH:1][C:2]1[CH:7]=[CH:6][CH:5]=[CH:4][C:3]=1[C:8]1[C:9]([O:16][CH3:17])=[CH:10][C:11](=[O:15])[N:12]([CH3:14])[N:13]=1.[CH:18]1(O)[CH2:23][CH2:22][CH2:21][CH2:20][CH2:19]1.C1(P(C2C=CC=CC=2)C2C=CC=CC=2)C=CC=CC=1.N(C(OC(C)C)=O)=NC(OC(C)C)=O. The catalyst is O1CCCC1. The product is [CH:18]1([O:1][C:2]2[CH:7]=[CH:6][CH:5]=[CH:4][C:3]=2[C:8]2[C:9]([O:16][CH3:17])=[CH:10][C:11](=[O:15])[N:12]([CH3:14])[N:13]=2)[CH2:23][CH2:22][CH2:21][CH2:20][CH2:19]1. The yield is 0.480.